Predict the reaction yield, written as a fraction of the theoretical maximum amount of product (1.0 means a 100% yield; for example, 0.34 means a 34% yield). From a dataset of Reaction yield outcomes from USPTO patents with 853,638 reactions. (1) The reactants are [O:1]([C:3](C)(C)C)[Na].[NH2:7][C:8]1[CH:15]=[CH:14][C:11]([CH:12]=[CH2:13])=[CH:10][CH:9]=1.I[C:17]1[CH:22]=[CH:21][C:20]([O:23][CH3:24])=[CH:19][CH:18]=1.[C:25]1(C)[CH:30]=[CH:29][CH:28]=[CH:27][CH:26]=1.C[CH2:33][O:34][C:35]([CH3:37])=O.[CH3:38][CH2:39][CH2:40][CH2:41]CC. The catalyst is C1C=CC(/C=C/C(/C=C/C2C=CC=CC=2)=O)=CC=1.C1C=CC(/C=C/C(/C=C/C2C=CC=CC=2)=O)=CC=1.C1C=CC(/C=C/C(/C=C/C2C=CC=CC=2)=O)=CC=1.[Pd].[Pd]. The product is [CH3:24][O:23][C:20]1[CH:21]=[CH:22][C:17]([N:7]([C:28]2[CH:27]=[CH:26][C:25]([O:1][CH3:3])=[CH:30][CH:29]=2)[C:8]2[CH:15]=[CH:14][C:11]([CH:12]=[CH:13][C:40]3[CH:41]=[CH:37][C:35]([O:34][CH3:33])=[CH:38][CH:39]=3)=[CH:10][CH:9]=2)=[CH:18][CH:19]=1. The yield is 0.410. (2) The reactants are [Cl:1][C:2]1[C:34]([C:35]([F:38])([F:37])[F:36])=[CH:33][CH:32]=[CH:31][C:3]=1[CH2:4][N:5]([CH2:17][CH:18]([C:25]1[CH:30]=[CH:29][CH:28]=[CH:27][CH:26]=1)[C:19]1[CH:24]=[CH:23][CH:22]=[CH:21][CH:20]=1)[CH2:6][CH2:7][CH2:8][O:9][C:10]1[CH:11]=[C:12]([NH2:16])[CH:13]=[CH:14][CH:15]=1.N1C=CC=CC=1.[C:45](Cl)(=[O:47])[CH3:46]. The catalyst is ClCCl. The product is [ClH:1].[Cl:1][C:2]1[C:34]([C:35]([F:36])([F:37])[F:38])=[CH:33][CH:32]=[CH:31][C:3]=1[CH2:4][N:5]([CH2:17][CH:18]([C:19]1[CH:24]=[CH:23][CH:22]=[CH:21][CH:20]=1)[C:25]1[CH:26]=[CH:27][CH:28]=[CH:29][CH:30]=1)[CH2:6][CH2:7][CH2:8][O:9][C:10]1[CH:11]=[C:12]([NH:16][C:45](=[O:47])[CH3:46])[CH:13]=[CH:14][CH:15]=1. The yield is 0.470. (3) The reactants are [F:1][C:2]([F:12])([F:11])[CH2:3]/[CH:4]=[CH:5]/[C:6]([O:8][CH2:9][CH3:10])=[O:7].C(O)(C(F)(F)F)=O.[CH2:20]([N:27]([CH2:33]O)[CH2:28][Si](C)(C)C)[C:21]1[CH:26]=[CH:25][CH:24]=[CH:23][CH:22]=1. The catalyst is C(Cl)Cl. The product is [CH2:20]([N:27]1[CH2:33][C@@H:4]([CH2:3][C:2]([F:11])([F:12])[F:1])[C@H:5]([C:6]([O:8][CH2:9][CH3:10])=[O:7])[CH2:28]1)[C:21]1[CH:26]=[CH:25][CH:24]=[CH:23][CH:22]=1. The yield is 0.980.